The task is: Predict the product of the given reaction.. This data is from Forward reaction prediction with 1.9M reactions from USPTO patents (1976-2016). (1) Given the reactants C([O:3][C:4]([C:6]1([NH:15][C:16]([C:18]2[CH:19]=[CH:20][CH:21]=[C:22]3[C:27]=2[N:26]=[CH:25][CH:24]=[CH:23]3)=[O:17])[CH2:14][C:13]2[C:8](=[CH:9][CH:10]=[CH:11][CH:12]=2)[CH2:7]1)=[O:5])C.[OH-].[K+].O, predict the reaction product. The product is: [N:26]1[C:27]2[C:22](=[CH:21][CH:20]=[CH:19][C:18]=2[C:16]([NH:15][C:6]2([C:4]([OH:5])=[O:3])[CH2:7][C:8]3[C:13](=[CH:12][CH:11]=[CH:10][CH:9]=3)[CH2:14]2)=[O:17])[CH:23]=[CH:24][CH:25]=1. (2) The product is: [CH3:21][O:18][C@H:13]1[C@@H:12]2[O:19][CH2:20][C@H:10]([O:9][C:7]([C:1]3[CH:2]=[CH:3][CH:4]=[CH:5][CH:6]=3)=[O:8])[C@@H:11]2[O:17][C@@H:14]1[O:15][CH3:16]. Given the reactants [C:1]1([C:7]([O:9][C@H:10]2[CH2:20][O:19][C@H:12]3[C@H:13]([OH:18])[C@H:14]([O:17][C@@H:11]23)[O:15][CH3:16])=[O:8])[CH:6]=[CH:5][CH:4]=[CH:3][CH:2]=1.[CH3:21]I, predict the reaction product. (3) The product is: [ClH:11].[C:12]1([N:18]([C:19]2[CH:24]=[CH:23][CH:22]=[C:21]([C:25]3[C:34]4[C:29](=[CH:30][C:31]([O:40][CH3:41])=[C:32]5[O:37][C:36]([CH3:38])([CH3:39])[CH2:35][C:33]5=4)[CH2:28][C:27]([CH3:43])([CH3:42])[N:26]=3)[CH:20]=2)[C:8](=[O:10])[CH3:9])[CH:17]=[CH:16][CH:15]=[CH:14][CH:13]=1. Given the reactants C(N(CC)CC)C.[C:8]([Cl:11])(=[O:10])[CH3:9].[C:12]1([NH:18][C:19]2[CH:24]=[CH:23][CH:22]=[C:21]([C:25]3[C:34]4[C:29](=[CH:30][C:31]([O:40][CH3:41])=[C:32]5[O:37][C:36]([CH3:39])([CH3:38])[CH2:35][C:33]5=4)[CH2:28][C:27]([CH3:43])([CH3:42])[N:26]=3)[CH:20]=2)[CH:17]=[CH:16][CH:15]=[CH:14][CH:13]=1, predict the reaction product.